This data is from Full USPTO retrosynthesis dataset with 1.9M reactions from patents (1976-2016). The task is: Predict the reactants needed to synthesize the given product. (1) Given the product [F:36][C:28]1[CH:29]=[C:30]([N+:33]([O-:35])=[O:34])[CH:31]=[CH:32][C:27]=1[O:26][C:20]1[C:19]2[C:24](=[CH:25][C:16]([O:15][CH2:14][CH:11]3[CH2:12][CH2:13][N:8]([CH3:6])[CH2:9][CH2:10]3)=[C:17]([O:37][CH3:38])[CH:18]=2)[N:23]=[CH:22][CH:21]=1, predict the reactants needed to synthesize it. The reactants are: C(O[C:6]([N:8]1[CH2:13][CH2:12][CH:11]([CH2:14][O:15][C:16]2[CH:25]=[C:24]3[C:19]([C:20]([O:26][C:27]4[CH:32]=[CH:31][C:30]([N+:33]([O-:35])=[O:34])=[CH:29][C:28]=4[F:36])=[CH:21][CH:22]=[N:23]3)=[CH:18][C:17]=2[O:37][CH3:38])[CH2:10][CH2:9]1)=O)(C)(C)C.C(O)(C(F)(F)F)=O. (2) Given the product [CH3:1][O:2][C:3]1[C:8]([CH2:9][N:10]2[CH2:15][CH2:14][CH:13]([CH2:16][C:17]([C:18]3[CH:23]=[CH:22][CH:21]=[CH:20][C:19]=3[NH2:24])=[O:31])[CH2:12][CH2:11]2)=[CH:7][CH:6]=[CH:5][N:4]=1, predict the reactants needed to synthesize it. The reactants are: [CH3:1][O:2][C:3]1[C:8]([CH2:9][N:10]2[CH2:15][CH2:14][CH:13]([CH2:16][C:17](=[O:31])[C:18]3[CH:23]=[CH:22][CH:21]=[CH:20][C:19]=3[NH:24]C(=O)C(F)(F)F)[CH2:12][CH2:11]2)=[CH:7][CH:6]=[CH:5][N:4]=1.C(=O)([O-])[O-].[K+].[K+].CO. (3) Given the product [F:17][C:2]([F:1])([F:18])[C:3]1[CH:4]=[CH:5][C:6]([C:9]2([CH2:15][NH2:16])[CH2:10][CH2:11][O:12][CH2:13][CH2:14]2)=[CH:7][CH:8]=1, predict the reactants needed to synthesize it. The reactants are: [F:1][C:2]([F:18])([F:17])[C:3]1[CH:8]=[CH:7][C:6]([C:9]2([C:15]#[N:16])[CH2:14][CH2:13][O:12][CH2:11][CH2:10]2)=[CH:5][CH:4]=1.[H-].[Al+3].[Li+].[H-].[H-].[H-].CO.S([O-])([O-])(=O)=O.[Mg+2]. (4) Given the product [CH2:21]([N:20]([CH2:23][CH3:24])[C:18]([N:15]1[CH2:16][CH2:17][CH:12]([NH:11][C:10]2[CH:9]=[CH:8][C:7]([CH2:6][CH2:5][NH:4][CH2:56][C@H:54]([OH:55])[CH2:53][O:52][C:49]3[CH:50]=[CH:51][C:46]([OH:45])=[CH:47][CH:48]=3)=[CH:26][CH:25]=2)[CH2:13][CH2:14]1)=[O:19])[CH3:22], predict the reactants needed to synthesize it. The reactants are: C(O)=O.[NH2:4][CH2:5][CH2:6][C:7]1[CH:26]=[CH:25][C:10]([NH:11][CH:12]2[CH2:17][CH2:16][N:15]([C:18]([N:20]([CH2:23][CH3:24])[CH2:21][CH3:22])=[O:19])[CH2:14][CH2:13]2)=[CH:9][CH:8]=1.[SiH4].C([Si]([O:45][C:46]1[CH:51]=[CH:50][C:49]([O:52][CH2:53][CH:54]2[CH2:56][O:55]2)=[CH:48][CH:47]=1)(C1C=CC=CC=1)C1C=CC=CC=1)(C)(C)C. (5) Given the product [CH3:4][C:2]([O:5][C:6]([N:8]([CH2:29][C:30]1[CH:31]=[C:32]([CH:37]=[CH:38][CH:39]=1)[C:33]([O:35][CH3:36])=[O:34])[NH:9][C:10]([O:12][C:13]([CH3:16])([CH3:15])[CH3:14])=[O:11])=[O:7])([CH3:1])[CH3:3], predict the reactants needed to synthesize it. The reactants are: [CH3:1][C:2]([O:5][C:6]([N:8](CC1C=CC(C(OC)=O)=CC=1)[NH:9][C:10]([O:12][C:13]([CH3:16])([CH3:15])[CH3:14])=[O:11])=[O:7])([CH3:4])[CH3:3].Br[CH2:29][C:30]1[CH:31]=[C:32]([CH:37]=[CH:38][CH:39]=1)[C:33]([O:35][CH3:36])=[O:34]. (6) Given the product [C:37]([O:36][C:34](=[O:35])[N:16]([CH2:15][CH2:14][O:13][C:6]12[CH2:7][C:8]3([CH3:11])[CH2:9][C:2]([CH3:1])([CH2:3][C:4]([CH2:18][N:19]4[C:23]([CH3:24])=[C:22]([I:25])[CH:21]=[N:20]4)([CH2:10]3)[CH2:5]1)[CH2:12]2)[CH3:17])([CH3:38])([CH3:39])[CH3:40], predict the reactants needed to synthesize it. The reactants are: [CH3:1][C:2]12[CH2:12][C:6]3([O:13][CH2:14][CH2:15][NH:16][CH3:17])[CH2:7][C:8]([CH3:11])([CH2:10][C:4]([CH2:18][N:19]4[C:23]([CH3:24])=[C:22]([I:25])[CH:21]=[N:20]4)([CH2:5]3)[CH2:3]1)[CH2:9]2.[CH3:38][C:37]([O:36][C:34](O[C:34]([O:36][C:37]([CH3:40])([CH3:39])[CH3:38])=[O:35])=[O:35])([CH3:40])[CH3:39]. (7) Given the product [NH2:1][C:2]1[N:3]=[C:4]([CH:38]([C:22]2[CH:21]=[CH:29][CH:28]=[CH:27][C:23]=2[C:24]([NH2:26])=[O:25])[SH:52])[C:5]([C:16]#[N:17])=[C:6]([CH:10]2[CH2:15][CH2:14][CH2:13][CH2:12][O:11]2)[C:7]=1[C:8]#[N:9], predict the reactants needed to synthesize it. The reactants are: [NH2:1][C:2]1[C:7]([C:8]#[N:9])=[C:6]([CH:10]2[CH2:15][CH2:14][CH2:13][CH2:12][O:11]2)[C:5]([C:16]#[N:17])=[C:4](S)[N:3]=1.ClC[C:21]1[CH:22]=[C:23]([CH:27]=[CH:28][CH:29]=1)[C:24]([NH2:26])=[O:25].C(=O)(O)[O-].[Na+].NC1C(C#N)=C(C2CCCCO2)C(C#N)=[C:38]([S:52]CC2N=C(C3C=CC(Cl)=CC=3)SC=2)N=1. (8) Given the product [F:11][C:7]1[CH:8]=[C:9]2[C:4](=[CH:5][CH:6]=1)[N:3]([C:15]1[N:16]=[C:17]([N:34]3[CH2:35][CH2:36][O:37][CH2:38][CH2:39]3)[C:18]3[S:23][C:22]([CH2:24][N:25]4[CH2:26][CH2:27][CH:28]([N:31]([CH3:33])[CH3:32])[CH2:29][CH2:30]4)=[CH:21][C:19]=3[N:20]=1)[C:2]([CH3:1])=[CH:10]2, predict the reactants needed to synthesize it. The reactants are: [CH3:1][C:2]1[NH:3][C:4]2[C:9]([CH:10]=1)=[CH:8][C:7]([F:11])=[CH:6][CH:5]=2.[H-].[Na+].Cl[C:15]1[N:16]=[C:17]([N:34]2[CH2:39][CH2:38][O:37][CH2:36][CH2:35]2)[C:18]2[S:23][C:22]([CH2:24][N:25]3[CH2:30][CH2:29][CH:28]([N:31]([CH3:33])[CH3:32])[CH2:27][CH2:26]3)=[CH:21][C:19]=2[N:20]=1. (9) Given the product [F:17][CH:2]([F:1])[O:3][C:4]1[CH:11]=[CH:10][C:7]([CH2:8][OH:9])=[CH:6][C:5]=1[CH:12]1[O:13][CH2:14][CH2:15][O:16]1, predict the reactants needed to synthesize it. The reactants are: [F:1][CH:2]([F:17])[O:3][C:4]1[CH:11]=[CH:10][C:7]([CH:8]=[O:9])=[CH:6][C:5]=1[CH:12]1[O:16][CH2:15][CH2:14][O:13]1.[BH4-].[Na+]. (10) Given the product [NH2:1][C:2]1[CH:11]=[C:10]2[C:5]([CH:6]=[CH:7][C:8]([CH3:12])=[N:9]2)=[CH:4][CH:3]=1, predict the reactants needed to synthesize it. The reactants are: [NH2:1][C:2]1[CH:11]=[C:10]2[C:5]([CH2:6][CH2:7][CH:8]([CH3:12])[NH:9]2)=[CH:4][CH:3]=1.